This data is from NCI-60 drug combinations with 297,098 pairs across 59 cell lines. The task is: Regression. Given two drug SMILES strings and cell line genomic features, predict the synergy score measuring deviation from expected non-interaction effect. (1) Drug 1: CC1=C(C(CCC1)(C)C)C=CC(=CC=CC(=CC(=O)O)C)C. Drug 2: CC(C)(C#N)C1=CC(=CC(=C1)CN2C=NC=N2)C(C)(C)C#N. Cell line: IGROV1. Synergy scores: CSS=2.49, Synergy_ZIP=-0.336, Synergy_Bliss=1.01, Synergy_Loewe=0.550, Synergy_HSA=0.539. (2) Drug 1: C1=CN(C(=O)N=C1N)C2C(C(C(O2)CO)O)O.Cl. Drug 2: C1C(C(OC1N2C=NC3=C2NC=NCC3O)CO)O. Cell line: K-562. Synergy scores: CSS=48.1, Synergy_ZIP=-1.07, Synergy_Bliss=-4.30, Synergy_Loewe=-22.3, Synergy_HSA=-4.28.